Task: Predict the reaction yield, written as a fraction of the theoretical maximum amount of product (1.0 means a 100% yield; for example, 0.34 means a 34% yield).. Dataset: Reaction yield outcomes from USPTO patents with 853,638 reactions The reactants are [C:1]1([C:7]2[NH:11][N:10]=[N:9][N:8]=2)[CH:6]=[CH:5][CH:4]=[CH:3][CH:2]=1.C(N(CC)CC)C.Cl[C:20]([C:33]1[CH:38]=[CH:37][CH:36]=[CH:35][CH:34]=1)([C:27]1[CH:32]=[CH:31][CH:30]=[CH:29][CH:28]=1)[C:21]1[CH:26]=[CH:25][CH:24]=[CH:23][CH:22]=1. The catalyst is C(Cl)Cl. The product is [C:1]1([C:7]2[N:11]([C:20]([C:21]3[CH:26]=[CH:25][CH:24]=[CH:23][CH:22]=3)([C:33]3[CH:34]=[CH:35][CH:36]=[CH:37][CH:38]=3)[C:27]3[CH:28]=[CH:29][CH:30]=[CH:31][CH:32]=3)[N:10]=[N:9][N:8]=2)[CH:2]=[CH:3][CH:4]=[CH:5][CH:6]=1. The yield is 0.940.